Task: Regression. Given two drug SMILES strings and cell line genomic features, predict the synergy score measuring deviation from expected non-interaction effect.. Dataset: NCI-60 drug combinations with 297,098 pairs across 59 cell lines (1) Drug 1: C1CC(=O)NC(=O)C1N2C(=O)C3=CC=CC=C3C2=O. Drug 2: C1CN(P(=O)(OC1)NCCCl)CCCl. Cell line: T-47D. Synergy scores: CSS=5.00, Synergy_ZIP=5.30, Synergy_Bliss=0.592, Synergy_Loewe=2.49, Synergy_HSA=0.786. (2) Drug 1: C1C(C(OC1N2C=NC(=NC2=O)N)CO)O. Synergy scores: CSS=27.2, Synergy_ZIP=1.92, Synergy_Bliss=2.33, Synergy_Loewe=-8.04, Synergy_HSA=3.30. Cell line: SK-MEL-28. Drug 2: CC1CCCC2(C(O2)CC(NC(=O)CC(C(C(=O)C(C1O)C)(C)C)O)C(=CC3=CSC(=N3)C)C)C. (3) Drug 1: C1=C(C(=O)NC(=O)N1)N(CCCl)CCCl. Drug 2: CCC1(CC2CC(C3=C(CCN(C2)C1)C4=CC=CC=C4N3)(C5=C(C=C6C(=C5)C78CCN9C7C(C=CC9)(C(C(C8N6C)(C(=O)OC)O)OC(=O)C)CC)OC)C(=O)OC)O.OS(=O)(=O)O. Cell line: U251. Synergy scores: CSS=42.4, Synergy_ZIP=-3.98, Synergy_Bliss=-5.97, Synergy_Loewe=-18.1, Synergy_HSA=-3.89. (4) Drug 1: CC1C(C(=O)NC(C(=O)N2CCCC2C(=O)N(CC(=O)N(C(C(=O)O1)C(C)C)C)C)C(C)C)NC(=O)C3=C4C(=C(C=C3)C)OC5=C(C(=O)C(=C(C5=N4)C(=O)NC6C(OC(=O)C(N(C(=O)CN(C(=O)C7CCCN7C(=O)C(NC6=O)C(C)C)C)C)C(C)C)C)N)C. Drug 2: CN(C(=O)NC(C=O)C(C(C(CO)O)O)O)N=O. Cell line: K-562. Synergy scores: CSS=60.8, Synergy_ZIP=-2.49, Synergy_Bliss=-1.68, Synergy_Loewe=2.53, Synergy_HSA=3.03. (5) Cell line: NCI/ADR-RES. Drug 1: CC1=C(C(=CC=C1)Cl)NC(=O)C2=CN=C(S2)NC3=CC(=NC(=N3)C)N4CCN(CC4)CCO. Drug 2: CNC(=O)C1=NC=CC(=C1)OC2=CC=C(C=C2)NC(=O)NC3=CC(=C(C=C3)Cl)C(F)(F)F. Synergy scores: CSS=5.88, Synergy_ZIP=-1.37, Synergy_Bliss=-2.16, Synergy_Loewe=2.25, Synergy_HSA=-1.90. (6) Drug 1: C1CCC(C(C1)N)N.C(=O)(C(=O)[O-])[O-].[Pt+4]. Drug 2: C(CN)CNCCSP(=O)(O)O. Cell line: MCF7. Synergy scores: CSS=30.5, Synergy_ZIP=2.52, Synergy_Bliss=3.96, Synergy_Loewe=-34.3, Synergy_HSA=1.60. (7) Drug 1: C1=NC2=C(N1)C(=S)N=C(N2)N. Drug 2: C1CNP(=O)(OC1)N(CCCl)CCCl. Cell line: OVCAR3. Synergy scores: CSS=39.0, Synergy_ZIP=1.78, Synergy_Bliss=-0.340, Synergy_Loewe=-47.3, Synergy_HSA=-5.44.